From a dataset of Catalyst prediction with 721,799 reactions and 888 catalyst types from USPTO. Predict which catalyst facilitates the given reaction. (1) Reactant: [CH:1](O)=[O:2].C(OC(=O)C)(=O)C.[CH2:11]([O:18][NH:19][CH2:20][C:21]1([C:29]([OH:31])=[O:30])[CH2:26][C@H:25]([CH3:27])[CH2:24][C@H:23]([CH3:28])[CH2:22]1)[C:12]1[CH:17]=[CH:16][CH:15]=[CH:14][CH:13]=1. Product: [CH2:11]([O:18][N:19]([CH2:20][C:21]1([C:29]([OH:31])=[O:30])[CH2:26][C@H:25]([CH3:27])[CH2:24][C@H:23]([CH3:28])[CH2:22]1)[CH:1]=[O:2])[C:12]1[CH:17]=[CH:16][CH:15]=[CH:14][CH:13]=1. The catalyst class is: 4. (2) Reactant: [CH:1]([C:3]1[NH:4][C:5]2[CH2:6][CH2:7][CH2:8][CH2:9][C:10]=2[C:11]=1[CH2:12][CH2:13][CH2:14][N:15]1[CH2:20][CH2:19][N:18]([C:21](=[O:27])[CH2:22][O:23]C(=O)C)[CH2:17][CH2:16]1)=[O:2].C(=O)([O-])[O-].[K+].[K+].CO.O. Product: [OH:23][CH2:22][C:21]([N:18]1[CH2:17][CH2:16][N:15]([CH2:14][CH2:13][CH2:12][C:11]2[C:10]3[CH2:9][CH2:8][CH2:7][CH2:6][C:5]=3[NH:4][C:3]=2[CH:1]=[O:2])[CH2:20][CH2:19]1)=[O:27]. The catalyst class is: 98. (3) Reactant: [OH:1][C:2]([C:18]1[CH:23]=[CH:22][CH:21]=[CH:20][CH:19]=1)([C:12]1[CH:17]=[CH:16][CH:15]=[CH:14][CH:13]=1)[CH2:3][NH:4]C(=O)OCCCC.S(=O)(=O)(O)O.[C:29](=O)(O)[O-].[Na+]. Product: [CH3:29][O:1][C:2]([C:18]1[CH:23]=[CH:22][CH:21]=[CH:20][CH:19]=1)([C:12]1[CH:17]=[CH:16][CH:15]=[CH:14][CH:13]=1)[CH2:3][NH2:4]. The catalyst class is: 5. (4) Reactant: Cl.[CH3:2][N:3]([C:22]1[CH:27]=[CH:26][CH:25]=[CH:24][CH:23]=1)[C:4]1[N:9]=[C:8]([NH2:10])[N:7]=[C:6]([C:11]2[N:15]=[C:14]([CH:16]3[CH2:21][CH2:20][NH:19][CH2:18][CH2:17]3)[O:13][N:12]=2)[N:5]=1.C(N(CC)CC)C.[F:35][C:36]([F:47])([F:46])[C:37](O[C:37](=[O:38])[C:36]([F:47])([F:46])[F:35])=[O:38]. Product: [NH2:10][C:8]1[N:9]=[C:4]([N:3]([CH3:2])[C:22]2[CH:27]=[CH:26][CH:25]=[CH:24][CH:23]=2)[N:5]=[C:6]([C:11]2[N:15]=[C:14]([CH:16]3[CH2:17][CH2:18][N:19]([C:37](=[O:38])[C:36]([F:47])([F:46])[F:35])[CH2:20][CH2:21]3)[O:13][N:12]=2)[N:7]=1. The catalyst class is: 2. (5) Reactant: Cl.FC1C=C(C=CC=1)CN1C=C(C2C3C(=NC=C(C4C=CC(C5CCNCC5)=CC=4)C=3)N(S(C3C=CC(C)=CC=3)(=O)=O)C=2)C=N1.[F:46][C:47]1[CH:48]=[C:49]([CH:95]=[CH:96][CH:97]=1)[CH2:50][N:51]1[CH:55]=[C:54]([C:56]2[C:64]3[C:59](=[N:60][CH:61]=[C:62]([C:65]4[CH:70]=[CH:69][C:68]([CH:71]5[CH2:76][CH2:75][N:74]([C:77]([O:79][C:80]([CH3:83])([CH3:82])[CH3:81])=[O:78])[CH2:73][CH2:72]5)=[CH:67][CH:66]=4)[CH:63]=3)[N:58](S(C3C=CC(C)=CC=3)(=O)=O)[CH:57]=2)[C:53]([CH3:94])=[N:52]1.[OH-].[Li+]. Product: [F:46][C:47]1[CH:48]=[C:49]([CH:95]=[CH:96][CH:97]=1)[CH2:50][N:51]1[CH:55]=[C:54]([C:56]2[C:64]3[C:59](=[N:60][CH:61]=[C:62]([C:65]4[CH:70]=[CH:69][C:68]([CH:71]5[CH2:72][CH2:73][N:74]([C:77]([O:79][C:80]([CH3:82])([CH3:83])[CH3:81])=[O:78])[CH2:75][CH2:76]5)=[CH:67][CH:66]=4)[CH:63]=3)[NH:58][CH:57]=2)[C:53]([CH3:94])=[N:52]1. The catalyst class is: 87.